Dataset: Full USPTO retrosynthesis dataset with 1.9M reactions from patents (1976-2016). Task: Predict the reactants needed to synthesize the given product. (1) Given the product [CH3:2][N:3]([C:33]([C:23]1[C:32]2[C:27](=[CH:28][CH:29]=[CH:30][CH:31]=2)[CH:26]=[CH:25][CH:24]=1)=[O:34])[C@@H:4]([CH2:16][C:17]1[CH:22]=[CH:21][CH:20]=[CH:19][CH:18]=1)[CH2:5][CH2:6][NH:7][C:8]([C:10]1[CH:15]=[CH:14][CH:13]=[CH:12][N:11]=1)=[O:9], predict the reactants needed to synthesize it. The reactants are: Cl.[CH3:2][NH:3][C@@H:4]([CH2:16][C:17]1[CH:22]=[CH:21][CH:20]=[CH:19][CH:18]=1)[CH2:5][CH2:6][NH:7][C:8]([C:10]1[CH:15]=[CH:14][CH:13]=[CH:12][N:11]=1)=[O:9].[C:23]1([C:33](Cl)=[O:34])[C:32]2[C:27](=[CH:28][CH:29]=[CH:30][CH:31]=2)[CH:26]=[CH:25][CH:24]=1.C(=O)([O-])[O-].[K+].[K+]. (2) The reactants are: C(Cl)(=O)C(Cl)=O.[Cl:7][C:8]1[C:9]([Cl:17])=[N:10][CH:11]=[C:12]([CH:16]=1)[C:13]([OH:15])=O.Cl.O1CCOCC1.Cl.[CH:26]12[NH:32][CH:29]([CH2:30][CH2:31]1)[CH2:28][CH2:27]2.C(N(CC)CC)C. Given the product [Cl:7][C:8]1[CH:16]=[C:12]([C:13]([N:32]2[CH:26]3[CH2:31][CH2:30][CH:29]2[CH2:28][CH2:27]3)=[O:15])[CH:11]=[N:10][C:9]=1[Cl:17], predict the reactants needed to synthesize it. (3) Given the product [S:1]1[C:5]([C:6](=[N:9][OH:10])[NH2:7])=[CH:4][N:3]=[CH:2]1, predict the reactants needed to synthesize it. The reactants are: [S:1]1[C:5]([C:6]#[N:7])=[CH:4][N:3]=[CH:2]1.Cl.[NH2:9][OH:10].CCN(C(C)C)C(C)C. (4) The reactants are: [N:1]([CH2:4][CH2:5][CH2:6][C:7]1[CH:12]=[CH:11][CH:10]=[CH:9][CH:8]=1)=[C:2]=[O:3].[NH2:13][CH2:14][CH2:15][CH2:16][CH2:17][C:18]([CH3:22])([CH3:21])[CH2:19][OH:20]. Given the product [OH:20][CH2:19][C:18]([CH3:22])([CH3:21])[CH2:17][CH2:16][CH2:15][CH2:14][NH:13][C:2]([NH:1][CH2:4][CH2:5][CH2:6][C:7]1[CH:12]=[CH:11][CH:10]=[CH:9][CH:8]=1)=[O:3], predict the reactants needed to synthesize it.